Predict the product of the given reaction. From a dataset of Forward reaction prediction with 1.9M reactions from USPTO patents (1976-2016). Given the reactants [NH2:1][C:2]1[C:3]([C:9]#[C:10][C:11]2[CH:12]=[C:13]([OH:17])[CH:14]=[CH:15][CH:16]=2)=[N:4][C:5](Br)=[CH:6][N:7]=1.CC1(C)C(C)(C)OB([C:26]2[CH:31]=[CH:30][C:29]([S:32]([CH:35]3[CH2:40][CH2:39][O:38][CH2:37][CH2:36]3)(=[O:34])=[O:33])=[CH:28][CH:27]=2)O1.[O-]P([O-])([O-])=O.[K+].[K+].[K+].O, predict the reaction product. The product is: [NH2:1][C:2]1[C:3]([C:9]#[C:10][C:11]2[CH:12]=[C:13]([OH:17])[CH:14]=[CH:15][CH:16]=2)=[N:4][C:5]([C:26]2[CH:31]=[CH:30][C:29]([S:32]([CH:35]3[CH2:40][CH2:39][O:38][CH2:37][CH2:36]3)(=[O:33])=[O:34])=[CH:28][CH:27]=2)=[CH:6][N:7]=1.